From a dataset of Full USPTO retrosynthesis dataset with 1.9M reactions from patents (1976-2016). Predict the reactants needed to synthesize the given product. (1) Given the product [Br:1][C:2]1[C:3](=[O:17])[NH:4][C:5]([C:9]([O:11][CH2:12][CH3:13])=[O:10])=[N:6][CH:7]=1, predict the reactants needed to synthesize it. The reactants are: [Br:1][C:2]1[CH:3]=[N:4][C:5]([C:9]([O:11][CH2:12][CH3:13])=[O:10])=[N+:6]([O-])[CH:7]=1.FC(F)(F)C(OC(=O)C(F)(F)F)=[O:17]. (2) The reactants are: [Cl:1][C:2]1[C:10]2[C:9]([NH:11][NH2:12])=[N:8][CH:7]=[N:6][C:5]=2[S:4][CH:3]=1.C(O[C:16](OCC)(OCC)[CH:17]([CH3:19])[CH3:18])C.C(OCC)(=O)C. Given the product [Cl:1][C:2]1[C:10]2[C:9]3[N:8]([C:16]([CH:17]([CH3:19])[CH3:18])=[N:12][N:11]=3)[CH:7]=[N:6][C:5]=2[S:4][CH:3]=1, predict the reactants needed to synthesize it. (3) Given the product [CH3:34][C:33]([CH3:36])([CH3:35])[C:32]([O:38][CH2:39][O:6][C:5](=[O:7])[C:4]1[CH:8]=[CH:9][CH:10]=[C:11]([CH2:12][CH:13]([NH:27][C:28](=[O:31])[CH2:29][CH3:30])[B:14]2[O:22][CH:21]3[C:16]([CH3:26])([CH:17]4[CH2:23][CH:19]([CH2:20]3)[C:18]4([CH3:25])[CH3:24])[O:15]2)[C:3]=1[O:2][CH3:1])=[O:37], predict the reactants needed to synthesize it. The reactants are: [CH3:1][O:2][C:3]1[C:11]([CH2:12][CH:13]([NH:27][C:28](=[O:31])[CH2:29][CH3:30])[B:14]2[O:22][CH:21]3[C:16]([CH3:26])([CH:17]4[CH2:23][CH:19]([CH2:20]3)[C:18]4([CH3:25])[CH3:24])[O:15]2)=[CH:10][CH:9]=[CH:8][C:4]=1[C:5]([OH:7])=[O:6].[C:32]([O:38][CH2:39]Cl)(=[O:37])[C:33]([CH3:36])([CH3:35])[CH3:34].